Dataset: Peptide-MHC class I binding affinity with 185,985 pairs from IEDB/IMGT. Task: Regression. Given a peptide amino acid sequence and an MHC pseudo amino acid sequence, predict their binding affinity value. This is MHC class I binding data. (1) The peptide sequence is YTLIYRQLT. The MHC is HLA-A68:02 with pseudo-sequence HLA-A68:02. The binding affinity (normalized) is 0.171. (2) The peptide sequence is RTSKTSLER. The MHC is HLA-A68:02 with pseudo-sequence HLA-A68:02. The binding affinity (normalized) is 0. (3) The binding affinity (normalized) is 0.0847. The peptide sequence is TSDYINTSL. The MHC is HLA-B57:01 with pseudo-sequence HLA-B57:01. (4) The peptide sequence is LLFNEKLKV. The MHC is HLA-A02:01 with pseudo-sequence HLA-A02:01. The binding affinity (normalized) is 0.682. (5) The peptide sequence is QSSINISGY. The MHC is HLA-B07:02 with pseudo-sequence HLA-B07:02. The binding affinity (normalized) is 0.138. (6) The binding affinity (normalized) is 0.357. The peptide sequence is LQMNSLRA. The MHC is HLA-A02:03 with pseudo-sequence HLA-A02:03. (7) The peptide sequence is IPRINPALW. The MHC is Mamu-B17 with pseudo-sequence Mamu-B17. The binding affinity (normalized) is 0.627.